This data is from NCI-60 drug combinations with 297,098 pairs across 59 cell lines. The task is: Regression. Given two drug SMILES strings and cell line genomic features, predict the synergy score measuring deviation from expected non-interaction effect. (1) Drug 1: C1CN1P(=S)(N2CC2)N3CC3. Drug 2: CCC1(CC2CC(C3=C(CCN(C2)C1)C4=CC=CC=C4N3)(C5=C(C=C6C(=C5)C78CCN9C7C(C=CC9)(C(C(C8N6C=O)(C(=O)OC)O)OC(=O)C)CC)OC)C(=O)OC)O.OS(=O)(=O)O. Cell line: NCI-H226. Synergy scores: CSS=14.3, Synergy_ZIP=-2.13, Synergy_Bliss=3.30, Synergy_Loewe=0.195, Synergy_HSA=3.99. (2) Drug 1: CNC(=O)C1=CC=CC=C1SC2=CC3=C(C=C2)C(=NN3)C=CC4=CC=CC=N4. Drug 2: C1=NC2=C(N=C(N=C2N1C3C(C(C(O3)CO)O)F)Cl)N. Cell line: U251. Synergy scores: CSS=23.7, Synergy_ZIP=-3.28, Synergy_Bliss=-2.06, Synergy_Loewe=-1.81, Synergy_HSA=0.621. (3) Drug 1: C1CC(C1)(C(=O)O)C(=O)O.[NH2-].[NH2-].[Pt+2]. Drug 2: COC1=NC(=NC2=C1N=CN2C3C(C(C(O3)CO)O)O)N. Cell line: SNB-75. Synergy scores: CSS=-0.871, Synergy_ZIP=2.46, Synergy_Bliss=2.37, Synergy_Loewe=-2.09, Synergy_HSA=-1.77.